Dataset: Reaction yield outcomes from USPTO patents with 853,638 reactions. Task: Predict the reaction yield, written as a fraction of the theoretical maximum amount of product (1.0 means a 100% yield; for example, 0.34 means a 34% yield). (1) The reactants are [N:1]1([C:7]([O:9][C:10]([CH3:13])([CH3:12])[CH3:11])=[O:8])[CH2:6][CH2:5][NH:4][CH2:3][CH2:2]1.[Br:14][C:15]1[CH:16]=[CH:17][C:18]([CH:26]=O)=[C:19]([CH:25]=1)[C:20]([N:22]([CH3:24])[CH3:23])=[O:21].C(N(CC)CC)C.C(O[BH-](OC(=O)C)OC(=O)C)(=O)C.[Na+]. The catalyst is O.ClCCl. The product is [Br:14][C:15]1[CH:16]=[CH:17][C:18]([CH2:26][N:4]2[CH2:5][CH2:6][N:1]([C:7]([O:9][C:10]([CH3:13])([CH3:12])[CH3:11])=[O:8])[CH2:2][CH2:3]2)=[C:19]([C:20](=[O:21])[N:22]([CH3:24])[CH3:23])[CH:25]=1. The yield is 0.870. (2) The reactants are [C:1]([O:5][C:6]([NH:8][C@@H:9]1[CH2:14][C@@H:13]([S:15][C:16](=[O:23])[C:17]2[CH:22]=[CH:21][CH:20]=[CH:19][CH:18]=2)[C@H:12]([OH:24])[CH2:11][CH2:10]1)=[O:7])([CH3:4])([CH3:3])[CH3:2].CC(OI1(OC(C)=O)(OC(C)=O)OC(=O)C2C1=CC=CC=2)=O. The catalyst is C1(C)C=CC=CC=1.C(OCC)(=O)C. The product is [C:1]([O:5][C:6]([NH:8][CH:9]1[CH2:14][CH:13]([S:15][C:16](=[O:23])[C:17]2[CH:18]=[CH:19][CH:20]=[CH:21][CH:22]=2)[C:12](=[O:24])[CH2:11][CH2:10]1)=[O:7])([CH3:4])([CH3:2])[CH3:3]. The yield is 0.830. (3) The yield is 0.710. No catalyst specified. The reactants are [C:1]([C:4]1[CH:8]=[CH:7][S:6]C=1)(=O)[CH3:2].[S:9]1[CH:13]=[CH:12][C:11]([C:14]([CH2:16][C:17]#[N:18])=[O:15])=[CH:10]1.C1(=O)CCCC1.N1CCOCC1.[S]. The product is [NH2:18][C:17]1[S:6][C:7]2[CH2:2][CH2:1][CH2:4][C:8]=2[C:16]=1[C:14]([C:11]1[CH:12]=[CH:13][S:9][CH:10]=1)=[O:15]. (4) The reactants are C(N(CC)CC)C.[CH2:8]([OH:16])[CH2:9][CH2:10][CH2:11][CH2:12][CH2:13][CH2:14][CH3:15].[N:17]1[CH:22]=[CH:21][CH:20]=[CH:19][C:18]=1[S:23](Cl)(=[O:25])=[O:24]. The catalyst is O. The product is [N:17]1[CH:22]=[CH:21][CH:20]=[CH:19][C:18]=1[S:23]([C:8](=[O:16])[CH2:9][CH2:10][CH2:11][CH2:12][CH2:13][CH2:14][CH3:15])(=[O:25])=[O:24]. The yield is 0.990. (5) The reactants are Cl.[C:2]([C:4]1[CH:5]=[C:6]([CH:24]=[CH:25][CH:26]=1)[C:7]([NH:9][CH2:10][C:11]1[CH:16]=[N:15][C:14]([CH3:17])=[C:13]2[O:18]C(C)(C)[O:20][CH2:21][C:12]=12)=[O:8])#[N:3].[NH3:27].CO. The catalyst is C(O)C.O. The product is [OH-:8].[NH4+:3].[C:2]([C:4]1[CH:5]=[C:6]([CH:24]=[CH:25][CH:26]=1)[C:7]([NH:9][CH2:10][C:11]1[CH:16]=[N:15][C:14]([CH3:17])=[C:13]([OH:18])[C:12]=1[CH2:21][OH:20])=[O:8])(=[NH:3])[NH2:27].[C:7]([NH2:9])(=[O:8])[C:6]1[CH:24]=[CH:25][CH:26]=[CH:4][CH:5]=1. The yield is 0.300.